Dataset: Retrosynthesis with 50K atom-mapped reactions and 10 reaction types from USPTO. Task: Predict the reactants needed to synthesize the given product. (1) The reactants are: CC(=O)Cl.NCC1(c2ccccn2)COc2cccc([N+](=O)[O-])c2N1. Given the product CC(=O)NCC1(c2ccccn2)COc2cccc([N+](=O)[O-])c2N1, predict the reactants needed to synthesize it. (2) Given the product O=C(O)C(F)(F)F, predict the reactants needed to synthesize it. The reactants are: CC(C)(C)OC(=O)COc1nc(-c2ccc(F)cc2)cs1. (3) Given the product O=C(CCCCCNC(=O)NC(=O)c1ccccc1)NO, predict the reactants needed to synthesize it. The reactants are: COC(=O)CCCCCNC(=O)NC(=O)c1ccccc1.NO. (4) Given the product CCOC(=O)CN(CC=O)C(=O)OCc1ccccc1, predict the reactants needed to synthesize it. The reactants are: CCOC(=O)CN(CC(OCC)OCC)C(=O)OCc1ccccc1. (5) Given the product Cc1c(C)c(S(=O)(=O)NC(=N)NCCCC[C@H](NC(=O)c2cccn(C(c3ccccc3)c3ccccc3)c2=O)C(=O)O)c(C)c2c1OC(C)(C)CC2, predict the reactants needed to synthesize it. The reactants are: COC(=O)[C@H](CCCCNC(=N)NS(=O)(=O)c1c(C)c(C)c2c(c1C)CCC(C)(C)O2)NC(=O)c1cccn(C(c2ccccc2)c2ccccc2)c1=O. (6) Given the product COc1cc2[nH]ncc2cc1Nc1ncnc2sc3c(c12)CCC(C(=O)NC(C)C)C3, predict the reactants needed to synthesize it. The reactants are: CC(C)NC(=O)C1CCc2c(sc3ncnc(Cl)c23)C1.COc1cc2[nH]ncc2cc1N.